Dataset: Full USPTO retrosynthesis dataset with 1.9M reactions from patents (1976-2016). Task: Predict the reactants needed to synthesize the given product. (1) Given the product [F:2][C:3]1[CH:4]=[CH:5][C:6]([S:9]([C:12]2[C:13]([O:24][S:34]([C:33]([F:39])([F:38])[F:32])(=[O:36])=[O:35])=[CH:14][C:15]3[CH2:21][CH2:20][N:19]([CH3:22])[CH2:18][CH2:17][C:16]=3[CH:23]=2)(=[O:11])=[O:10])=[CH:7][CH:8]=1, predict the reactants needed to synthesize it. The reactants are: Br.[F:2][C:3]1[CH:8]=[CH:7][C:6]([S:9]([C:12]2[C:13]([OH:24])=[CH:14][C:15]3[CH2:21][CH2:20][N:19]([CH3:22])[CH2:18][CH2:17][C:16]=3[CH:23]=2)(=[O:11])=[O:10])=[CH:5][CH:4]=1.C(N(CC)CC)C.[F:32][C:33]([F:39])([F:38])[S:34](Cl)(=[O:36])=[O:35]. (2) Given the product [F:1][C:2]([C@:3]1([OH:35])[O:11][C@@H:10]2[CH2:9][C:8](=[O:18])[C@H:7]([CH2:19][CH2:20][CH2:21][CH2:22][CH2:23][CH2:24][C:25]([O:27][CH2:28][C:29]3[CH:34]=[CH:33][CH:32]=[CH:31][CH:30]=3)=[O:26])[C@H:6]2[CH2:5][CH2:4]1)([F:40])[CH2:36][CH2:37][CH2:38][CH3:39], predict the reactants needed to synthesize it. The reactants are: [F:1][C:2]([F:40])([CH2:36][CH2:37][CH2:38][CH3:39])[C:3](=[O:35])[CH2:4][CH2:5][C@H:6]1[C@H:10]([O:11]C2CCCCO2)[CH2:9][C:8](=[O:18])[C@@H:7]1[CH2:19][CH2:20][CH2:21][CH2:22][CH2:23][CH2:24][C:25]([O:27][CH2:28][C:29]1[CH:34]=[CH:33][CH:32]=[CH:31][CH:30]=1)=[O:26].[Cl-].[Na+]. (3) Given the product [CH3:1][C:2]1([CH3:18])[C:11]2[C:6](=[CH:7][C:8]([N+:14]([O-:16])=[O:15])=[C:9]([O:12][CH3:13])[CH:10]=2)[NH:5][CH2:4][CH2:3]1, predict the reactants needed to synthesize it. The reactants are: [CH3:1][C:2]1([CH3:18])[C:11]2[C:6](=[CH:7][C:8]([N+:14]([O-:16])=[O:15])=[C:9]([O:12][CH3:13])[CH:10]=2)[NH:5][C:4](=O)[CH2:3]1.B.CSC. (4) Given the product [C:39]([O:43][C:44](=[O:49])[CH2:45][C:46]([NH:1][C:2]1[CH:3]=[C:4]([CH:34]=[CH:35][C:36]=1[O:37][CH3:38])[C:5]([O:7][C@H:8]([C:19]1[CH:24]=[CH:23][C:22]([O:25][CH:26]([F:28])[F:27])=[C:21]([O:29][CH2:30][CH:31]2[CH2:32][CH2:33]2)[CH:20]=1)[CH2:9][C:10]1[C:15]([Cl:16])=[CH:14][N+:13]([O-:17])=[CH:12][C:11]=1[Cl:18])=[O:6])=[O:47])([CH3:42])([CH3:41])[CH3:40], predict the reactants needed to synthesize it. The reactants are: [NH2:1][C:2]1[CH:3]=[C:4]([CH:34]=[CH:35][C:36]=1[O:37][CH3:38])[C:5]([O:7][C@H:8]([C:19]1[CH:24]=[CH:23][C:22]([O:25][CH:26]([F:28])[F:27])=[C:21]([O:29][CH2:30][CH:31]2[CH2:33][CH2:32]2)[CH:20]=1)[CH2:9][C:10]1[C:15]([Cl:16])=[CH:14][N+:13]([O-:17])=[CH:12][C:11]=1[Cl:18])=[O:6].[C:39]([O:43][C:44](=[O:49])[CH2:45][C:46](O)=[O:47])([CH3:42])([CH3:41])[CH3:40].C(Cl)CCl.